Dataset: Full USPTO retrosynthesis dataset with 1.9M reactions from patents (1976-2016). Task: Predict the reactants needed to synthesize the given product. (1) Given the product [CH2:1]([O:3][C:4]([C:6]1[C:7]([OH:26])=[C:8]2[CH:14]=[CH:13][N:12]([CH2:17][C:18]3[CH:23]=[CH:22][CH:21]=[CH:20][C:19]=3[O:24][CH3:25])[C:9]2=[CH:10][N:11]=1)=[O:5])[CH3:2], predict the reactants needed to synthesize it. The reactants are: [CH2:1]([O:3][C:4]([C:6]1[C:7]([OH:26])=[C:8]2[C:14](Br)=[C:13](Br)[N:12]([CH2:17][C:18]3[CH:23]=[CH:22][CH:21]=[CH:20][C:19]=3[O:24][CH3:25])[C:9]2=[CH:10][N:11]=1)=[O:5])[CH3:2].C([O-])=O.[NH4+]. (2) Given the product [C:55]([O:59][C:60]([N:62]([CH3:88])[C@@H:63]([CH3:87])[C:64]([NH:66][N:67]([CH2:68][C:69]1[CH:70]=[CH:71][C:72]([O:73][CH2:74][C:75]2[CH:76]=[CH:77][C:78]([C:79]([O:81][CH3:82])=[O:80])=[CH:83][CH:84]=2)=[CH:85][CH:86]=1)[C:19]([C@@H:15]1[CH2:16][CH2:17][CH2:18][C@H:14]1[C:12](=[O:13])[NH:11][C@H:1]1[C:10]2[C:5](=[CH:6][CH:7]=[CH:8][CH:9]=2)[CH2:4][CH2:3][CH2:2]1)=[O:20])=[O:65])=[O:61])([CH3:57])([CH3:58])[CH3:56], predict the reactants needed to synthesize it. The reactants are: [C@H:1]1([NH:11][C:12]([C@@H:14]2[CH2:18][CH2:17][CH2:16][C@H:15]2[C:19](O)=[O:20])=[O:13])[C:10]2[C:5](=[CH:6][CH:7]=[CH:8][CH:9]=2)[CH2:4][CH2:3][CH2:2]1.CN(C(ON1N=NC2C=CC=NC1=2)=[N+](C)C)C.F[P-](F)(F)(F)(F)F.CCN(C(C)C)C(C)C.[C:55]([O:59][C:60]([N:62]([CH3:88])[C@@H:63]([CH3:87])[C:64]([NH:66][NH:67][CH2:68][C:69]1[CH:86]=[CH:85][C:72]([O:73][CH2:74][C:75]2[CH:84]=[CH:83][C:78]([C:79]([O:81][CH3:82])=[O:80])=[CH:77][CH:76]=2)=[CH:71][CH:70]=1)=[O:65])=[O:61])([CH3:58])([CH3:57])[CH3:56]. (3) Given the product [F:1][C:2]1[CH:3]=[N:4][N:5]([C:14]2[CH:19]=[CH:18][C:17]([N+:20]([O-:22])=[O:21])=[CH:16][CH:15]=2)[CH:6]=1, predict the reactants needed to synthesize it. The reactants are: [F:1][C:2]1[CH:3]=[N:4][NH:5][CH:6]=1.C(=O)([O-])[O-].[K+].[K+].F[C:14]1[CH:19]=[CH:18][C:17]([N+:20]([O-:22])=[O:21])=[CH:16][CH:15]=1. (4) The reactants are: [NH2:1][C:2]1[CH:3]=[CH:4][C:5]2[N:11]([CH3:12])[C:10](=[O:13])[O:9][CH2:8][CH2:7][C:6]=2[CH:14]=1.Cl[C:16]1[N:21]=[C:20]([NH:22][C@@H:23]([CH:27]([CH3:29])[CH3:28])[C:24]([NH2:26])=[O:25])[C:19]([Cl:30])=[CH:18][N:17]=1. Given the product [Cl:30][C:19]1[C:20]([NH:22][C@@H:23]([CH:27]([CH3:29])[CH3:28])[C:24]([NH2:26])=[O:25])=[N:21][C:16]([NH:1][C:2]2[CH:3]=[CH:4][C:5]3[N:11]([CH3:12])[C:10](=[O:13])[O:9][CH2:8][CH2:7][C:6]=3[CH:14]=2)=[N:17][CH:18]=1, predict the reactants needed to synthesize it. (5) Given the product [Br:52][C:47]1[C:46](=[O:53])[N:45]([CH2:54][C:55]#[CH:56])[N:44]([CH2:43][C:42]2[CH:41]=[CH:40][C:39]([N:36]3[C:16]4[CH2:15][CH2:14][CH2:13][CH2:12][CH2:11][C:10]([F:18])([C:8]([NH:7][CH2:6][CH2:5][O:4][CH2:3][CH2:2][O:1][CH2:19][CH2:20][O:21][CH2:22][CH2:23][NH:24][C:25]([C:27]5([F:35])[CH2:34][CH2:33][CH2:32][CH2:31][CH2:30][C:29]#[C:28]5)=[O:26])=[O:9])[C:17]=4[N:38]=[N:37]3)=[CH:58][CH:57]=2)[C:49](=[O:50])[C:48]=1[Br:51], predict the reactants needed to synthesize it. The reactants are: [O:1]([CH2:19][CH2:20][O:21][CH2:22][CH2:23][NH:24][C:25]([C:27]1([F:35])[CH2:34][CH2:33][CH2:32][CH2:31][CH2:30][C:29]#[C:28]1)=[O:26])[CH2:2][CH2:3][O:4][CH2:5][CH2:6][NH:7][C:8]([C:10]1([F:18])[CH2:17][CH2:16][CH2:15][CH2:14][CH2:13][C:12]#[C:11]1)=[O:9].[N:36]([C:39]1[CH:58]=[CH:57][C:42]([CH2:43][N:44]2[C:49](=[O:50])[C:48]([Br:51])=[C:47]([Br:52])[C:46](=[O:53])[N:45]2[CH2:54][C:55]#[CH:56])=[CH:41][CH:40]=1)=[N+:37]=[N-:38]. (6) Given the product [O:15]1[C:16]2[CH:22]=[CH:21][CH:20]=[CH:19][C:17]=2[N:18]=[C:14]1[C:11]1[CH:12]=[CH:13][C:7]2[N:6]([CH2:1][C:2]([CH3:5])([CH3:4])[CH3:3])[C:24]([CH3:25])=[N:9][C:8]=2[CH:10]=1, predict the reactants needed to synthesize it. The reactants are: [CH2:1]([NH:6][C:7]1[CH:13]=[CH:12][C:11]([C:14]2[O:15][C:16]3[CH:22]=[CH:21][CH:20]=[CH:19][C:17]=3[N:18]=2)=[CH:10][C:8]=1[NH2:9])[C:2]([CH3:5])([CH3:4])[CH3:3].Cl.[C:24](=N)(OC)[CH3:25].C(=O)([O-])O.[Na+]. (7) Given the product [CH2:30]([O:32][C:33](=[O:44])[CH:34]([C:36]1[CH:37]=[CH:38][C:39]([CH2:42][NH:1][C:2]2[CH:7]=[CH:6][CH:5]=[C:4]([C:8]3[C:17]4[C:12](=[C:13]([C:18]([F:21])([F:19])[F:20])[CH:14]=[CH:15][CH:16]=4)[N:11]=[CH:10][C:9]=3[C:22](=[O:23])[C:24]3[CH:25]=[CH:26][CH:27]=[CH:28][CH:29]=3)[CH:3]=2)=[CH:40][CH:41]=1)[OH:35])[CH3:31], predict the reactants needed to synthesize it. The reactants are: [NH2:1][C:2]1[CH:3]=[C:4]([C:8]2[C:17]3[C:12](=[C:13]([C:18]([F:21])([F:20])[F:19])[CH:14]=[CH:15][CH:16]=3)[N:11]=[CH:10][C:9]=2[C:22]([C:24]2[CH:29]=[CH:28][CH:27]=[CH:26][CH:25]=2)=[O:23])[CH:5]=[CH:6][CH:7]=1.[CH2:30]([O:32][C:33](=[O:44])[CH:34]([C:36]1[CH:41]=[CH:40][C:39]([CH:42]=O)=[CH:38][CH:37]=1)[OH:35])[CH3:31]. (8) Given the product [Br:1][C:2]1[CH:7]=[CH:6][C:5]([C@@H:8]([NH:10][C:11](=[O:12])[O:13][C:14]([CH3:17])([CH3:16])[CH3:15])[CH3:9])=[CH:4][CH:3]=1, predict the reactants needed to synthesize it. The reactants are: [Br:1][C:2]1[CH:7]=[CH:6][C:5]([C@@H:8]([NH2:10])[CH3:9])=[CH:4][CH:3]=1.[C:11](O[C:11]([O:13][C:14]([CH3:17])([CH3:16])[CH3:15])=[O:12])([O:13][C:14]([CH3:17])([CH3:16])[CH3:15])=[O:12].C(N(CC)CC)C. (9) The reactants are: [Cl:1][C:2]1[CH:7]=[CH:6][CH:5]=[CH:4][C:3]=1[C:8]1[O:9][C:10]([CH:24]([CH3:26])[CH3:25])=[C:11]([CH2:13][CH2:14][CH:15]([C:17]2[CH:22]=[CH:21][C:20]([OH:23])=[CH:19][CH:18]=2)O)[N:12]=1.O.C1(C)C=CC(S(O)(=O)=O)=CC=1.O. Given the product [Cl:1][C:2]1[CH:7]=[CH:6][CH:5]=[CH:4][C:3]=1[C:8]1[O:9][C:10]([CH:24]([CH3:26])[CH3:25])=[C:11]([CH2:13][CH:14]=[CH:15][C:17]2[CH:18]=[CH:19][C:20]([OH:23])=[CH:21][CH:22]=2)[N:12]=1, predict the reactants needed to synthesize it. (10) Given the product [Cl:28][C:29]1[CH:34]=[CH:33][C:32]([C:2]2[S:6][C:5]([C:7]([O:9][CH2:10][CH3:11])=[O:8])=[C:4]([C:12]3[CH:13]=[CH:14][C:15]([S:18]([N:21]4[CH2:22][CH2:23][CH2:24][CH2:25][CH2:26]4)(=[O:19])=[O:20])=[CH:16][CH:17]=3)[C:3]=2[CH3:27])=[CH:31][CH:30]=1, predict the reactants needed to synthesize it. The reactants are: Br[C:2]1[S:6][C:5]([C:7]([O:9][CH2:10][CH3:11])=[O:8])=[C:4]([C:12]2[CH:17]=[CH:16][C:15]([S:18]([N:21]3[CH2:26][CH2:25][CH2:24][CH2:23][CH2:22]3)(=[O:20])=[O:19])=[CH:14][CH:13]=2)[C:3]=1[CH3:27].[Cl:28][C:29]1[CH:34]=[CH:33][C:32](B(O)O)=[CH:31][CH:30]=1.